From a dataset of Full USPTO retrosynthesis dataset with 1.9M reactions from patents (1976-2016). Predict the reactants needed to synthesize the given product. The reactants are: [O:1]1[C@@H:5]2[CH2:6][C:7]3[CH:8]=[CH:9][CH:10]=[CH:11][C:12]=3[C@@H:4]2[NH:3][S:2]1(=[O:14])=[O:13].[CH2:15](O)[C:16]#[CH:17].C1(P(C2C=CC=CC=2)C2C=CC=CC=2)C=CC=CC=1.N(/C(OC(C)C)=O)=N\C(OC(C)C)=O. Given the product [CH2:17]([N:3]1[C@H:4]2[C:12]3[CH:11]=[CH:10][CH:9]=[CH:8][C:7]=3[CH2:6][C@H:5]2[O:1][S:2]1(=[O:13])=[O:14])[C:16]#[CH:15], predict the reactants needed to synthesize it.